Dataset: NCI-60 drug combinations with 297,098 pairs across 59 cell lines. Task: Regression. Given two drug SMILES strings and cell line genomic features, predict the synergy score measuring deviation from expected non-interaction effect. (1) Drug 1: C1=CC(=C2C(=C1NCCNCCO)C(=O)C3=C(C=CC(=C3C2=O)O)O)NCCNCCO. Drug 2: CC1OCC2C(O1)C(C(C(O2)OC3C4COC(=O)C4C(C5=CC6=C(C=C35)OCO6)C7=CC(=C(C(=C7)OC)O)OC)O)O. Cell line: UO-31. Synergy scores: CSS=30.6, Synergy_ZIP=-7.71, Synergy_Bliss=-2.85, Synergy_Loewe=1.27, Synergy_HSA=2.39. (2) Drug 1: C1=C(C(=O)NC(=O)N1)F. Drug 2: CS(=O)(=O)CCNCC1=CC=C(O1)C2=CC3=C(C=C2)N=CN=C3NC4=CC(=C(C=C4)OCC5=CC(=CC=C5)F)Cl. Cell line: T-47D. Synergy scores: CSS=25.0, Synergy_ZIP=-5.79, Synergy_Bliss=-7.50, Synergy_Loewe=0.678, Synergy_HSA=1.80. (3) Drug 1: C1=CC(=C2C(=C1NCCNCCO)C(=O)C3=C(C=CC(=C3C2=O)O)O)NCCNCCO. Drug 2: CC1C(C(CC(O1)OC2CC(CC3=C2C(=C4C(=C3O)C(=O)C5=C(C4=O)C(=CC=C5)OC)O)(C(=O)CO)O)N)O.Cl. Cell line: BT-549. Synergy scores: CSS=49.1, Synergy_ZIP=-3.75, Synergy_Bliss=-0.840, Synergy_Loewe=0.659, Synergy_HSA=1.88. (4) Drug 1: CCC1(CC2CC(C3=C(CCN(C2)C1)C4=CC=CC=C4N3)(C5=C(C=C6C(=C5)C78CCN9C7C(C=CC9)(C(C(C8N6C=O)(C(=O)OC)O)OC(=O)C)CC)OC)C(=O)OC)O.OS(=O)(=O)O. Drug 2: CC1=C(C=C(C=C1)NC(=O)C2=CC=C(C=C2)CN3CCN(CC3)C)NC4=NC=CC(=N4)C5=CN=CC=C5. Cell line: HS 578T. Synergy scores: CSS=39.3, Synergy_ZIP=-1.02, Synergy_Bliss=1.98, Synergy_Loewe=-48.3, Synergy_HSA=2.42. (5) Drug 1: COC1=C2C(=CC3=C1OC=C3)C=CC(=O)O2. Drug 2: C1CN(P(=O)(OC1)NCCCl)CCCl. Cell line: NCI-H522. Synergy scores: CSS=-3.31, Synergy_ZIP=3.57, Synergy_Bliss=4.00, Synergy_Loewe=-3.09, Synergy_HSA=-1.54. (6) Cell line: HT29. Drug 1: CN1C(=O)N2C=NC(=C2N=N1)C(=O)N. Drug 2: CCC1(CC2CC(C3=C(CCN(C2)C1)C4=CC=CC=C4N3)(C5=C(C=C6C(=C5)C78CCN9C7C(C=CC9)(C(C(C8N6C)(C(=O)OC)O)OC(=O)C)CC)OC)C(=O)OC)O.OS(=O)(=O)O. Synergy scores: CSS=0.850, Synergy_ZIP=1.19, Synergy_Bliss=-1.78, Synergy_Loewe=-3.44, Synergy_HSA=-3.35. (7) Drug 1: CS(=O)(=O)CCNCC1=CC=C(O1)C2=CC3=C(C=C2)N=CN=C3NC4=CC(=C(C=C4)OCC5=CC(=CC=C5)F)Cl. Drug 2: C(CN)CNCCSP(=O)(O)O. Cell line: HL-60(TB). Synergy scores: CSS=-8.00, Synergy_ZIP=7.64, Synergy_Bliss=6.45, Synergy_Loewe=-2.68, Synergy_HSA=-3.22. (8) Synergy scores: CSS=13.2, Synergy_ZIP=-0.330, Synergy_Bliss=6.71, Synergy_Loewe=5.50, Synergy_HSA=4.03. Drug 2: C1C(C(OC1N2C=NC3=C2NC=NCC3O)CO)O. Drug 1: CNC(=O)C1=NC=CC(=C1)OC2=CC=C(C=C2)NC(=O)NC3=CC(=C(C=C3)Cl)C(F)(F)F. Cell line: MDA-MB-435.